Dataset: Forward reaction prediction with 1.9M reactions from USPTO patents (1976-2016). Task: Predict the product of the given reaction. (1) Given the reactants [CH3:1][N:2]1[CH2:7][CH2:6][N:5]([CH2:8][CH2:9][CH2:10][N:11]2C(=O)C3=CC=CC=C3C2=O)[CH2:4][CH2:3]1.O.NN.Cl, predict the reaction product. The product is: [NH2:11][CH2:10][CH2:9][CH2:8][N:5]1[CH2:4][CH2:3][N:2]([CH3:1])[CH2:7][CH2:6]1. (2) Given the reactants [CH3:1][O:2][CH:3]([C:7]1[N:11]([CH2:12][O:13][CH2:14][CH2:15][Si:16]([CH3:19])([CH3:18])[CH3:17])[C:10]2[CH:20]=[CH:21][CH:22]=[CH:23][C:9]=2[N:8]=1)[C:4](O)=[O:5].Cl.Cl.[CH2:26]([O:33][C:34](=[O:46])[NH:35][C:36]([C:38]1[CH:43]=[CH:42][C:41]([CH2:44][NH2:45])=[CH:40][CH:39]=1)=[NH:37])[C:27]1[CH:32]=[CH:31][CH:30]=[CH:29][CH:28]=1, predict the reaction product. The product is: [CH2:26]([O:33][C:34](=[O:46])/[N:35]=[C:36](/[NH2:37])\[C:38]1[CH:39]=[CH:40][C:41]([CH2:44][NH:45][C:4](=[O:5])[CH:3]([O:2][CH3:1])[C:7]2[N:11]([CH2:12][O:13][CH2:14][CH2:15][Si:16]([CH3:19])([CH3:18])[CH3:17])[C:10]3[CH:20]=[CH:21][CH:22]=[CH:23][C:9]=3[N:8]=2)=[CH:42][CH:43]=1)[C:27]1[CH:32]=[CH:31][CH:30]=[CH:29][CH:28]=1. (3) Given the reactants [C:1]([C:4]1[N:9]=[N:8][C:7]([NH:10][C@@H:11]2[CH2:16][CH2:15][O:14][CH2:13][C@@H:12]2[NH:17]C(=O)OC(C)(C)C)=[CH:6][C:5]=1[NH:25][C:26]1[CH:31]=[C:30]([CH3:32])[CH:29]=[C:28]([CH2:33][CH2:34][CH3:35])[N:27]=1)(=[O:3])[NH2:2].FC(F)(F)C(O)=O, predict the reaction product. The product is: [NH2:17][C@@H:12]1[C@H:11]([NH:10][C:7]2[N:8]=[N:9][C:4]([C:1]([NH2:2])=[O:3])=[C:5]([NH:25][C:26]3[CH:31]=[C:30]([CH3:32])[CH:29]=[C:28]([CH2:33][CH2:34][CH3:35])[N:27]=3)[CH:6]=2)[CH2:16][CH2:15][O:14][CH2:13]1.